From a dataset of Catalyst prediction with 721,799 reactions and 888 catalyst types from USPTO. Predict which catalyst facilitates the given reaction. (1) Reactant: Cl[C:2]([O:4][C:5]1[CH:10]=[CH:9][CH:8]=[CH:7][CH:6]=1)=[O:3].N1C=CC=CC=1.[CH3:17][N:18]1[CH:26]=[C:25]2[C:20]([CH:21]=[CH:22][C:23]([NH2:27])=[CH:24]2)=[N:19]1. Product: [CH3:17][N:18]1[CH:26]=[C:25]2[C:20]([CH:21]=[CH:22][C:23]([NH:27][C:2](=[O:3])[O:4][C:5]3[CH:10]=[CH:9][CH:8]=[CH:7][CH:6]=3)=[CH:24]2)=[N:19]1. The catalyst class is: 2. (2) Reactant: [CH2:1]([N:8]1[C:13](=[O:14])[CH:12]=[C:11]2[S:15][CH:16]([C:18]([OH:20])=O)[CH2:17][N:10]2[C:9]1=[O:21])[C:2]1[CH:7]=[CH:6][CH:5]=[CH:4][CH:3]=1.[NH2:22][CH2:23][C:24]1[CH:29]=[CH:28][N:27]=[CH:26][CH:25]=1.O.ON1C2C=CC=CC=2N=N1.Cl.C(N=C=N)C. Product: [N:27]1[CH:28]=[CH:29][C:24]([CH2:23][NH:22][C:18]([CH:16]2[S:15][C:11]3[N:10]([C:9](=[O:21])[N:8]([CH2:1][C:2]4[CH:3]=[CH:4][CH:5]=[CH:6][CH:7]=4)[C:13](=[O:14])[CH:12]=3)[CH2:17]2)=[O:20])=[CH:25][CH:26]=1. The catalyst class is: 348.